This data is from Full USPTO retrosynthesis dataset with 1.9M reactions from patents (1976-2016). The task is: Predict the reactants needed to synthesize the given product. The reactants are: [Cl:1][C:2]1[CH:3]=[C:4]([NH:9][C:10]([N:12]2[CH2:17][CH2:16][N:15]([CH2:18][CH2:19][C:20](O)=[O:21])[C:14](=[O:23])[C@@H:13]2[CH3:24])=[O:11])[CH:5]=[CH:6][C:7]=1[Cl:8].[CH3:25][C@@H:26]1[CH2:31][NH:30][CH2:29][C@@H:28]([OH:32])[CH2:27]1. Given the product [ClH:1].[Cl:1][C:2]1[CH:3]=[C:4]([NH:9][C:10]([N:12]2[CH2:17][CH2:16][N:15]([CH2:18][CH2:19][C:20]([N:30]3[CH2:31][C@@H:26]([CH3:25])[CH2:27][C@H:28]([OH:32])[CH2:29]3)=[O:21])[C:14](=[O:23])[C@@H:13]2[CH3:24])=[O:11])[CH:5]=[CH:6][C:7]=1[Cl:8], predict the reactants needed to synthesize it.